Dataset: Peptide-MHC class I binding affinity with 185,985 pairs from IEDB/IMGT. Task: Regression. Given a peptide amino acid sequence and an MHC pseudo amino acid sequence, predict their binding affinity value. This is MHC class I binding data. (1) The peptide sequence is RVTTELNIV. The MHC is HLA-A30:01 with pseudo-sequence HLA-A30:01. The binding affinity (normalized) is 0.202. (2) The peptide sequence is WKFDSSLAF. The MHC is HLA-B57:01 with pseudo-sequence HLA-B57:01. The binding affinity (normalized) is 0.0212. (3) The peptide sequence is YLDAIQQPV. The MHC is HLA-C03:03 with pseudo-sequence HLA-C03:03. The binding affinity (normalized) is 0.487. (4) The peptide sequence is KRQHELLRL. The MHC is HLA-B27:05 with pseudo-sequence HLA-B27:05. The binding affinity (normalized) is 0.365. (5) The peptide sequence is TTKRDLGMSK. The MHC is HLA-A11:01 with pseudo-sequence HLA-A11:01. The binding affinity (normalized) is 0.561. (6) The peptide sequence is ETTVNAHQI. The MHC is H-2-Db with pseudo-sequence H-2-Db. The binding affinity (normalized) is 0.0641.